From a dataset of Catalyst prediction with 721,799 reactions and 888 catalyst types from USPTO. Predict which catalyst facilitates the given reaction. (1) Reactant: C[C:2]([CH3:5])([O-])[CH3:3].[K+].[CH3:7][O:8][C:9]([C:11]1[CH:20]=[CH:19][C:14]2[NH:15][C:16](=[O:18])[NH:17][C:13]=2[CH:12]=1)=[O:10].[CH2:21](Br)[CH:22]=[CH2:23].Cl. Product: [CH3:7][O:8][C:9]([C:11]1[CH:20]=[CH:19][C:14]2[N:15]([CH2:23][CH:22]=[CH2:21])[C:16](=[O:18])[N:17]([CH2:3][CH:2]=[CH2:5])[C:13]=2[CH:12]=1)=[O:10]. The catalyst class is: 44. (2) Reactant: [CH3:1][C:2]1([CH3:17])[CH2:7][CH:6](/[CH:8]=[CH:9]/[C:10]([O:12]C(C)(C)C)=[O:11])[CH2:5][CH2:4][O:3]1.C(O)(C(F)(F)F)=O. Product: [CH3:1][C:2]1([CH3:17])[CH2:7][CH:6](/[CH:8]=[CH:9]/[C:10]([OH:12])=[O:11])[CH2:5][CH2:4][O:3]1. The catalyst class is: 2. (3) Reactant: [F:1][C:2]([F:31])([F:30])[C:3]1[CH:8]=[CH:7][C:6]([C:9]2[N:14]=[CH:13][C:12]([CH:15]([NH:19][C:20]3[CH:29]=[CH:28][C:23]([C:24](OC)=[O:25])=[CH:22][N:21]=3)[CH2:16][CH2:17][CH3:18])=[CH:11][N:10]=2)=[CH:5][CH:4]=1.[Li+].[OH-].Cl.CN(C(ON1N=NC2C=CC=NC1=2)=[N+](C)C)C.F[P-](F)(F)(F)(F)F.Cl.[NH2:60][CH2:61][CH2:62][C:63]([O:65][CH3:66])=[O:64].C(N(CC)C(C)C)(C)C. Product: [F:31][C:2]([F:1])([F:30])[C:3]1[CH:8]=[CH:7][C:6]([C:9]2[N:14]=[CH:13][C:12]([CH:15]([NH:19][C:20]3[CH:29]=[CH:28][C:23]([C:24]([NH:60][CH2:61][CH2:62][C:63]([O:65][CH3:66])=[O:64])=[O:25])=[CH:22][N:21]=3)[CH2:16][CH2:17][CH3:18])=[CH:11][N:10]=2)=[CH:5][CH:4]=1. The catalyst class is: 598. (4) Product: [O:1]=[C:2]1[CH:10]([C:11]2[C:16]3=[C:17]([CH3:23])[C:18]([C:20]([NH:57][CH2:58][CH2:59][CH2:60][N:61]4[CH2:65][CH2:64][CH2:63][CH2:62]4)=[O:21])=[CH:19][N:15]3[N:14]=[CH:13][N:12]=2)[C:9]2[C:4](=[CH:5][CH:6]=[CH:7][CH:8]=2)[NH:3]1. Reactant: [O:1]=[C:2]1[CH:10]([C:11]2[C:16]3=[C:17]([CH3:23])[C:18]([C:20](O)=[O:21])=[CH:19][N:15]3[N:14]=[CH:13][N:12]=2)[C:9]2[C:4](=[CH:5][CH:6]=[CH:7][CH:8]=2)[NH:3]1.C1CN([P+](Br)(N2CCCC2)N2CCCC2)CC1.F[P-](F)(F)(F)(F)F.C(N(C(C)C)CC)(C)C.[NH2:57][CH2:58][CH2:59][CH2:60][N:61]1[CH2:65][CH2:64][CH2:63][CH2:62]1.Cl. The catalyst class is: 174. (5) Reactant: C[N:2]([CH:4]=O)[CH3:3].P(Cl)(Cl)(Cl)=O.[CH3:11][O:12][C:13]([C:15]1[CH:19]=[CH:18][N:17](C2C=C(C#N)C=CN=2)[CH:16]=1)=[O:14].[C:28](=[O:31])(O)[O-].[Na+]. Product: [CH3:11][O:12][C:13]([C:15]1[C:19]([C:3]2[C:15]([C:16]#[N:17])=[CH:19][CH:18]=[CH:4][N:2]=2)=[C:18]([CH:28]=[O:31])[NH:17][CH:16]=1)=[O:14]. The catalyst class is: 2.